This data is from NCI-60 drug combinations with 297,098 pairs across 59 cell lines. The task is: Regression. Given two drug SMILES strings and cell line genomic features, predict the synergy score measuring deviation from expected non-interaction effect. (1) Drug 1: CN1C(=O)N2C=NC(=C2N=N1)C(=O)N. Drug 2: C(CN)CNCCSP(=O)(O)O. Cell line: CCRF-CEM. Synergy scores: CSS=5.90, Synergy_ZIP=-0.757, Synergy_Bliss=0.778, Synergy_Loewe=0.789, Synergy_HSA=0.515. (2) Drug 1: C1=NC2=C(N1)C(=S)N=CN2. Drug 2: C1=NNC2=C1C(=O)NC=N2. Cell line: ACHN. Synergy scores: CSS=24.0, Synergy_ZIP=-4.59, Synergy_Bliss=0.225, Synergy_Loewe=0.781, Synergy_HSA=0.894. (3) Drug 1: C1=NC(=NC(=O)N1C2C(C(C(O2)CO)O)O)N. Drug 2: CC1C(C(CC(O1)OC2CC(CC3=C2C(=C4C(=C3O)C(=O)C5=C(C4=O)C(=CC=C5)OC)O)(C(=O)CO)O)N)O.Cl. Cell line: KM12. Synergy scores: CSS=44.5, Synergy_ZIP=-5.84, Synergy_Bliss=-3.49, Synergy_Loewe=-0.789, Synergy_HSA=1.93. (4) Drug 1: C1=CC(=CC=C1CCC2=CNC3=C2C(=O)NC(=N3)N)C(=O)NC(CCC(=O)O)C(=O)O. Drug 2: C1CC(=O)NC(=O)C1N2C(=O)C3=CC=CC=C3C2=O. Cell line: IGROV1. Synergy scores: CSS=25.2, Synergy_ZIP=-6.18, Synergy_Bliss=2.28, Synergy_Loewe=-22.4, Synergy_HSA=2.00. (5) Drug 1: CN(C)C1=NC(=NC(=N1)N(C)C)N(C)C. Drug 2: CC1=C2C(C(=O)C3(C(CC4C(C3C(C(C2(C)C)(CC1OC(=O)C(C(C5=CC=CC=C5)NC(=O)C6=CC=CC=C6)O)O)OC(=O)C7=CC=CC=C7)(CO4)OC(=O)C)O)C)OC(=O)C. Cell line: ACHN. Synergy scores: CSS=1.60, Synergy_ZIP=-4.83, Synergy_Bliss=-1.66, Synergy_Loewe=-28.9, Synergy_HSA=-5.23.